Task: Predict the product of the given reaction.. Dataset: Forward reaction prediction with 1.9M reactions from USPTO patents (1976-2016) (1) Given the reactants [F:1][C:2]1[CH:9]=[C:8]([F:10])[CH:7]=[CH:6][C:3]=1[CH2:4][OH:5].[Cl:11][C:12]([Cl:16])([Cl:15])[C:13]#[N:14], predict the reaction product. The product is: [Cl:11][C:12]([Cl:16])([Cl:15])[C:13](=[NH:14])[O:5][CH2:4][C:3]1[CH:6]=[CH:7][C:8]([F:10])=[CH:9][C:2]=1[F:1]. (2) Given the reactants [Cl:1][C:2]1[CH:3]=[C:4]([F:41])[C:5]2[N:11]3[CH:12]=[CH:13][CH:14]=[C:10]3[C@H:9]([CH2:15][C:16]([N:18]3[CH2:23][CH2:22][CH:21]([CH2:24][C:25]([O:27]CC)=[O:26])[CH2:20][CH2:19]3)=[O:17])[O:8][C@@H:7]([C:30]3[CH:35]=[CH:34][CH:33]=[C:32]([O:36][CH3:37])[C:31]=3[O:38][CH3:39])[C:6]=2[CH:40]=1.C(=O)([O-])[O-].[K+].[K+].Cl, predict the reaction product. The product is: [Cl:1][C:2]1[CH:3]=[C:4]([F:41])[C:5]2[N:11]3[CH:12]=[CH:13][CH:14]=[C:10]3[C@@H:9]([CH2:15][C:16]([N:18]3[CH2:23][CH2:22][CH:21]([CH2:24][C:25]([OH:27])=[O:26])[CH2:20][CH2:19]3)=[O:17])[O:8][C@H:7]([C:30]3[CH:35]=[CH:34][CH:33]=[C:32]([O:36][CH3:37])[C:31]=3[O:38][CH3:39])[C:6]=2[CH:40]=1. (3) Given the reactants [NH2:1][C:2]1[CH:3]=[C:4]([N:10]2[C@@H:14]([C:15]3[CH:20]=[CH:19][CH:18]=[CH:17][CH:16]=3)[CH2:13][O:12][C:11]2=[O:21])[CH:5]=[C:6]([CH3:9])[C:7]=1[NH2:8].[CH:22](OCC)(OCC)OCC, predict the reaction product. The product is: [CH3:9][C:6]1[C:7]2[NH:8][CH:22]=[N:1][C:2]=2[CH:3]=[C:4]([N:10]2[C@@H:14]([C:15]3[CH:20]=[CH:19][CH:18]=[CH:17][CH:16]=3)[CH2:13][O:12][C:11]2=[O:21])[CH:5]=1. (4) Given the reactants [C:1]1([N:7]2[C:16]3[C:11](=[CH:12][CH:13]=[CH:14][CH:15]=3)[CH2:10][CH2:9][C:8]2=[O:17])[CH:6]=[CH:5][CH:4]=[CH:3][CH:2]=1.[Li+].[CH3:19][Si]([N-][Si](C)(C)C)(C)C.CI, predict the reaction product. The product is: [CH3:19][CH:9]1[CH2:10][C:11]2[C:16](=[CH:15][CH:14]=[CH:13][CH:12]=2)[N:7]([C:1]2[CH:2]=[CH:3][CH:4]=[CH:5][CH:6]=2)[C:8]1=[O:17]. (5) Given the reactants Cl[C:2]1[C:10]2[C:9]3[CH:11]=[C:12]([C:15]#[N:16])[N:13]=[CH:14][C:8]=3[N:7]([CH2:17][O:18][CH2:19][CH2:20][Si:21]([CH3:24])([CH3:23])[CH3:22])[C:6]=2[N:5]=[CH:4][CH:3]=1.[NH:25]1[CH2:30][CH2:29][CH2:28][C@H:27]([NH:31][C:32](=[O:38])[O:33][C:34]([CH3:37])([CH3:36])[CH3:35])[CH2:26]1, predict the reaction product. The product is: [C:15]([C:12]1[N:13]=[CH:14][C:8]2[N:7]([CH2:17][O:18][CH2:19][CH2:20][Si:21]([CH3:24])([CH3:23])[CH3:22])[C:6]3[N:5]=[CH:4][CH:3]=[C:2]([N:25]4[CH2:30][CH2:29][CH2:28][C@H:27]([NH:31][C:32](=[O:38])[O:33][C:34]([CH3:36])([CH3:35])[CH3:37])[CH2:26]4)[C:10]=3[C:9]=2[CH:11]=1)#[N:16]. (6) Given the reactants [Cl:1][C:2]1[CH:3]=[C:4]2[C:8](=[CH:9][CH:10]=1)[NH:7][C:6](=[O:11])[CH2:5]2.[CH3:12][N:13]([CH3:28])[CH2:14][CH2:15][NH:16][C:17]([C:19]1[C:23]([CH3:24])=[C:22]([CH:25]=O)[NH:21][C:20]=1[CH3:27])=[O:18], predict the reaction product. The product is: [CH3:12][N:13]([CH3:28])[CH2:14][CH2:15][NH:16][C:17]([C:19]1[C:23]([CH3:24])=[C:22]([CH:25]=[C:5]2[C:4]3[C:8](=[CH:9][CH:10]=[C:2]([Cl:1])[CH:3]=3)[NH:7][C:6]2=[O:11])[NH:21][C:20]=1[CH3:27])=[O:18]. (7) Given the reactants [CH3:1][C:2]1[S:3][C:4]([C:8]([OH:10])=[O:9])=[C:5]([CH3:7])[N:6]=1.[Li]CCCC.[F:16][C:17]1[CH:18]=[CH:19][C:20]([C:23]2[C:27]([CH:28]=[O:29])=[C:26]([CH3:30])[O:25][N:24]=2)=[N:21][CH:22]=1, predict the reaction product. The product is: [F:16][C:17]1[CH:18]=[CH:19][C:20]([C:23]2[C:27]([CH:28]([OH:29])[CH2:1][C:2]3[S:3][C:4]([C:8]([OH:10])=[O:9])=[C:5]([CH3:7])[N:6]=3)=[C:26]([CH3:30])[O:25][N:24]=2)=[N:21][CH:22]=1. (8) Given the reactants Br[C:2]1[CH:11]=[CH:10][C:9]2[N:8]=[CH:7][C:6]3[N:12]([CH3:29])[C:13](=[N:26][C:27]#[N:28])[N:14]([C:15]4[CH:16]=[N:17][C:18]([C:21]([C:24]#[N:25])([CH3:23])[CH3:22])=[CH:19][CH:20]=4)[C:5]=3[C:4]=2[CH:3]=1.[B:30]1(B2OC(C)(C)C(C)(C)O2)[O:34]C(C)(C)C(C)(C)[O:31]1.C([O-])(=O)C.[K+].C(Cl)Cl, predict the reaction product. The product is: [C:27]([N:26]=[C:13]1[N:12]([CH3:29])[C:6]2[CH:7]=[N:8][C:9]3[CH:10]=[CH:11][C:2]([B:30]([OH:34])[OH:31])=[CH:3][C:4]=3[C:5]=2[N:14]1[C:15]1[CH:16]=[N:17][C:18]([C:21]([C:24]#[N:25])([CH3:23])[CH3:22])=[CH:19][CH:20]=1)#[N:28]. (9) Given the reactants [C:1]([C:3]1[CH:8]=[CH:7][C:6]([C:9]2[N:10]=[C:11]([NH:14][C:15]([CH3:23])([CH3:22])/[CH:16]=[CH:17]/[C:18]([O:20][CH3:21])=[O:19])[S:12][CH:13]=2)=[CH:5][CH:4]=1)#[N:2].[H][H], predict the reaction product. The product is: [C:1]([C:3]1[CH:4]=[CH:5][C:6]([C:9]2[N:10]=[C:11]([NH:14][C:15]([CH3:23])([CH3:22])[CH2:16][CH2:17][C:18]([O:20][CH3:21])=[O:19])[S:12][CH:13]=2)=[CH:7][CH:8]=1)#[N:2].